This data is from Catalyst prediction with 721,799 reactions and 888 catalyst types from USPTO. The task is: Predict which catalyst facilitates the given reaction. (1) Reactant: [Br:1][C:2]1[CH:3]=[CH:4][C:5]([F:12])=[C:6]([CH:11]=1)[C:7]([NH:9][CH3:10])=O.COC1C=CC(P2(SP(C3C=CC(OC)=CC=3)(=S)S2)=[S:22])=CC=1. Product: [Br:1][C:2]1[CH:3]=[CH:4][C:5]([F:12])=[C:6]([CH:11]=1)[C:7](=[S:22])[NH:9][CH3:10]. The catalyst class is: 11. (2) Reactant: [F:1][C:2]1[CH:7]=[CH:6][C:5]([CH2:8][C:9]([NH:11][NH:12][C:13]([C:15]2[C:16]([O:26][CH3:27])=[C:17]3[C:22](=[O:23])[N:21]([CH3:24])[CH2:20][CH2:19][N:18]3[CH:25]=2)=[O:14])=O)=[CH:4][CH:3]=1.C(NCC(O)=O)(OCC1C=CC=CC=1)=O.[OH-].COC(NS([N+](CC)(CC)CC)(=O)=O)=O.CC[N+](S(N=C(OC)[O-])(=O)=O)(CC)CC. Product: [F:1][C:2]1[CH:7]=[CH:6][C:5]([CH2:8][C:9]2[O:14][C:13]([C:15]3[C:16]([O:26][CH3:27])=[C:17]4[C:22](=[O:23])[N:21]([CH3:24])[CH2:20][CH2:19][N:18]4[CH:25]=3)=[N:12][N:11]=2)=[CH:4][CH:3]=1. The catalyst class is: 1.